This data is from TCR-epitope binding with 47,182 pairs between 192 epitopes and 23,139 TCRs. The task is: Binary Classification. Given a T-cell receptor sequence (or CDR3 region) and an epitope sequence, predict whether binding occurs between them. (1) The epitope is GILGFVFTL. The TCR CDR3 sequence is CASSLEGQGYEQYF. Result: 0 (the TCR does not bind to the epitope). (2) Result: 1 (the TCR binds to the epitope). The TCR CDR3 sequence is CASSQDLPGGAYYGYTF. The epitope is YFPLQSYGF. (3) The epitope is FLKEKGGL. The TCR CDR3 sequence is CASSYERGMNTEAFF. Result: 1 (the TCR binds to the epitope). (4) The epitope is VLWAHGFEL. The TCR CDR3 sequence is CASSLDSGGVGEQYF. Result: 1 (the TCR binds to the epitope). (5) The epitope is CINGVCWTV. The TCR CDR3 sequence is CATWTENMNTEAFF. Result: 0 (the TCR does not bind to the epitope). (6) The epitope is KAFSPEVIPMF. The TCR CDR3 sequence is CASSSSDRNLAWDTEAFF. Result: 0 (the TCR does not bind to the epitope). (7) The epitope is VVYRGTTTY. The TCR CDR3 sequence is CASSLYGDTYNSPLHF. Result: 1 (the TCR binds to the epitope).